This data is from Retrosynthesis with 50K atom-mapped reactions and 10 reaction types from USPTO. The task is: Predict the reactants needed to synthesize the given product. (1) Given the product COC(=O)c1ccnc(CC2CCC(F)(F)CC2)c1, predict the reactants needed to synthesize it. The reactants are: COC(=O)c1ccnc(Cl)c1.FC1(F)CCC(C[Zn+])CC1. (2) Given the product O=C(O)C1CC(c2ccc(OC(F)(F)F)cc2)CN(C(=O)N2CC(O)C2)C1, predict the reactants needed to synthesize it. The reactants are: COC(=O)C1CC(c2ccc(OC(F)(F)F)cc2)CN(C(=O)N2CC(O)C2)C1. (3) Given the product Cc1cc(Br)cc(C#N)c1, predict the reactants needed to synthesize it. The reactants are: Cc1cc(Br)cc(Br)c1.N#C[Cu]. (4) Given the product CC(Oc1ncnc2ccccc12)c1ccc(C(C)(C)C)cc1, predict the reactants needed to synthesize it. The reactants are: CC(O)c1ccc(C(C)(C)C)cc1.Clc1ncnc2ccccc12. (5) Given the product Cc1ccc(C2CCc3cc(C(=O)O)[nH]c32)cc1, predict the reactants needed to synthesize it. The reactants are: CCOC(=O)c1cc2c([nH]1)C(c1ccc(C)cc1)CC2. (6) Given the product Brc1cnc([C@@H]2CCCN2)[nH]1, predict the reactants needed to synthesize it. The reactants are: CC(C)(C)OC(=O)N1CCC[C@H]1c1ncc(Br)[nH]1. (7) Given the product COCc1cccc(CNC(=O)c2nc3scc(COCc4ccc(C(=O)O)cc4)c3c(=O)[nH]2)c1, predict the reactants needed to synthesize it. The reactants are: CCOC(=O)c1ccc(COCc2csc3nc(C(=O)NCc4cccc(COC)c4)[nH]c(=O)c23)cc1.